Dataset: Forward reaction prediction with 1.9M reactions from USPTO patents (1976-2016). Task: Predict the product of the given reaction. (1) Given the reactants BrC1C(C)(C)CC2C(C=1)=CC=C(OC)C=2.BrC1C=CC=CC=1[N+]([O-])=O.[CH3:26][O:27][C:28]1[CH:37]=[C:36]2[C:31]([CH:32]=[C:33]([C:40]3[CH:45]=[CH:44][CH:43]=[CH:42][C:41]=3[N+:46]([O-])=O)[C:34]([CH3:39])([CH3:38])[CH2:35]2)=[CH:30][CH:29]=1, predict the reaction product. The product is: [CH3:26][O:27][C:28]1[CH:37]=[C:36]2[C:31](=[CH:30][CH:29]=1)[CH:32]=[C:33]([C:40]1[CH:45]=[CH:44][CH:43]=[CH:42][C:41]=1[NH2:46])[C:34]([CH3:39])([CH3:38])[CH2:35]2. (2) Given the reactants [NH2:1][C:2]1[C:10]([CH3:11])=[CH:9][C:8]([CH3:12])=[CH:7][C:3]=1[C:4]([NH2:6])=[O:5].[CH3:13]CN(C(C)C)C(C)C.[Cl:22][C:23]1[N:28]=[C:27](Cl)[C:26]([Cl:30])=[CH:25][N:24]=1, predict the reaction product. The product is: [Cl:22][C:23]1[N:28]=[C:27]([NH:1][C:2]2[C:10]([CH3:11])=[CH:9][C:8]([CH3:12])=[CH:7][C:3]=2[C:4]([NH:6][CH3:13])=[O:5])[C:26]([Cl:30])=[CH:25][N:24]=1. (3) Given the reactants [O:1]1[C:6]2[CH:7]=[CH:8][C:9]([CH2:11][CH2:12][N:13]3[CH2:18][CH2:17][N:16](C(OC(C)(C)C)=O)[CH2:15][CH:14]3[C:26]([O:28][CH2:29][CH3:30])=[O:27])=[CH:10][C:5]=2[O:4][CH2:3][CH2:2]1.Cl.C(O)C.O, predict the reaction product. The product is: [O:1]1[C:6]2[CH:7]=[CH:8][C:9]([CH2:11][CH2:12][N:13]3[CH2:18][CH2:17][NH:16][CH2:15][CH:14]3[C:26]([O:28][CH2:29][CH3:30])=[O:27])=[CH:10][C:5]=2[O:4][CH2:3][CH2:2]1. (4) Given the reactants [CH3:1][O:2][C:3]([C:5]1[S:6][C:7]([CH2:21]O)=[CH:8][C:9]=1[NH:10][C:11]([NH:13][C:14]1[CH:19]=[CH:18][C:17]([CH3:20])=[CH:16][CH:15]=1)=[O:12])=[O:4].[Br:23]N1C(=O)CCC1=O.C1(P(C2C=CC=CC=2)C2C=CC=CC=2)C=CC=CC=1.CO, predict the reaction product. The product is: [CH3:1][O:2][C:3]([C:5]1[S:6][C:7]([CH2:21][Br:23])=[CH:8][C:9]=1[NH:10][C:11]([NH:13][C:14]1[CH:19]=[CH:18][C:17]([CH3:20])=[CH:16][CH:15]=1)=[O:12])=[O:4]. (5) The product is: [F:48][O:14][P:15]([CH2:21][P:22]([CH2:27][CH2:28][CH2:29][CH2:30][CH2:31][CH2:32][CH2:33][CH2:34][CH2:35][CH:36]=[CH2:37])([O:24][CH2:25][CH3:26])=[O:23])(=[O:20])[OH:16]. Given the reactants C[Si]([N-][Si](C)(C)C)(C)C.[Na+].C([O:14][P:15]([CH2:21][P:22]([CH2:27][CH2:28][CH2:29][CH2:30][CH2:31][CH2:32][CH2:33][CH2:34][CH2:35][CH:36]=[CH2:37])([O:24][CH2:25][CH3:26])=[O:23])(=[O:20])[O:16]C(C)C)(C)C.C1C=CC(S(N(S(C2C=CC=CC=2)(=O)=O)[F:48])(=O)=O)=CC=1.[Cl-].[NH4+], predict the reaction product. (6) Given the reactants O=C1C2C(=CC=CC=2)C(=O)[N:3]1[CH2:12][CH2:13][CH2:14][CH2:15][CH2:16][CH2:17][N:18]([CH2:33][CH2:34][C:35]1[CH:40]=[CH:39][C:38]([NH:41][S:42]([CH3:45])(=[O:44])=[O:43])=[CH:37][CH:36]=1)[CH2:19][CH2:20][O:21][C:22]1[CH:27]=[CH:26][C:25]([NH:28][S:29]([CH3:32])(=[O:31])=[O:30])=[CH:24][CH:23]=1, predict the reaction product. The product is: [NH2:3][CH2:12][CH2:13][CH2:14][CH2:15][CH2:16][CH2:17][N:18]([CH2:33][CH2:34][C:35]1[CH:40]=[CH:39][C:38]([NH:41][S:42]([CH3:45])(=[O:44])=[O:43])=[CH:37][CH:36]=1)[CH2:19][CH2:20][O:21][C:22]1[CH:23]=[CH:24][C:25]([NH:28][S:29]([CH3:32])(=[O:30])=[O:31])=[CH:26][CH:27]=1.